From a dataset of Catalyst prediction with 721,799 reactions and 888 catalyst types from USPTO. Predict which catalyst facilitates the given reaction. (1) Reactant: [Cl:1][C:2]1[C:7]([C:8]([NH:10][C:11]2[CH:12]=[C:13]3[C:19]([O:20][CH3:21])=[N:18][NH:17][C:14]3=[N:15][CH:16]=2)=[O:9])=[C:6]([F:22])[C:5]([NH:23][S:24]([CH2:27][CH2:28][CH2:29][O:30]C2C=CC(OC)=CC=2)(=[O:26])=[O:25])=[CH:4][CH:3]=1. Product: [Cl:1][C:2]1[C:7]([C:8]([NH:10][C:11]2[CH:12]=[C:13]3[C:19]([O:20][CH3:21])=[N:18][NH:17][C:14]3=[N:15][CH:16]=2)=[O:9])=[C:6]([F:22])[C:5]([NH:23][S:24]([CH2:27][CH2:28][CH2:29][OH:30])(=[O:26])=[O:25])=[CH:4][CH:3]=1. The catalyst class is: 23. (2) Reactant: [CH3:1][NH:2][C@@H:3]1[C:8]2[CH:9]=[CH:10][CH:11]=[CH:12][C:7]=2[C@H:6]([C:13]2[CH:14]=[CH:15][C:16]([Cl:20])=[C:17]([Cl:19])[CH:18]=2)[CH2:5][CH2:4]1.CCOCC.[ClH:26]. Product: [CH3:1][NH:2][C@@H:3]1[C:8]2[CH:9]=[CH:10][CH:11]=[CH:12][C:7]=2[C@H:6]([C:13]2[CH:14]=[CH:15][C:16]([Cl:20])=[C:17]([Cl:19])[CH:18]=2)[CH2:5][CH2:4]1.[ClH:26]. The catalyst class is: 13. (3) Reactant: [O:1]1[CH2:5][CH2:4][NH:3][C:2]1=[O:6].C[Si]([N-][Si](C)(C)C)(C)C.[K+].[C:17]1([CH3:23])[CH:22]=CC=[CH:19][CH:18]=1. The catalyst class is: 1. Product: [CH2:19]([N:3]1[CH2:4][CH2:5][O:1][C:2]1=[O:6])[CH:18]=[C:17]([CH3:23])[CH3:22]. (4) Reactant: [CH3:1][N:2]([CH2:4][C:5]([OH:7])=O)[CH3:3].C1N(P(Cl)(N2C(=O)OCC2)=O)C(=O)OC1.C(N(CC)CC)C.[F:30][C:31]([F:36])([F:35])[C:32]([OH:34])=[O:33].[C:37]1([C:43]2[CH:48]=[C:47]([CH:49]3[CH2:54][CH2:53][NH:52][CH2:51][CH2:50]3)[CH:46]=[CH:45][C:44]=2[NH:55][C:56]([C:58]2[NH:59][CH:60]=[C:61]([C:63]#[N:64])[CH:62]=2)=[O:57])[CH2:42][CH2:41][CH2:40][CH2:39][CH:38]=1. Product: [F:30][C:31]([F:36])([F:35])[C:32]([OH:34])=[O:33].[C:37]1([C:43]2[CH:48]=[C:47]([CH:49]3[CH2:50][CH2:51][N:52]([C:5](=[O:7])[CH2:4][N:2]([CH3:3])[CH3:1])[CH2:53][CH2:54]3)[CH:46]=[CH:45][C:44]=2[NH:55][C:56]([C:58]2[NH:59][CH:60]=[C:61]([C:63]#[N:64])[CH:62]=2)=[O:57])[CH2:42][CH2:41][CH2:40][CH2:39][CH:38]=1. The catalyst class is: 2.